From a dataset of Forward reaction prediction with 1.9M reactions from USPTO patents (1976-2016). Predict the product of the given reaction. (1) The product is: [ClH:1].[CH3:25][O:26][C:27]1[CH:32]=[CH:31][CH:30]=[CH:29][C:28]=1[C:2]1[CH:7]=[CH:6][N:5]=[C:4]2[NH:8][C:9]([C:11]3[CH:16]=[CH:15][C:14]([C:17]([N:19]4[CH2:24][CH2:23][O:22][CH2:21][CH2:20]4)=[O:18])=[CH:13][CH:12]=3)=[N:10][C:3]=12. Given the reactants [Cl:1][C:2]1[CH:7]=[CH:6][N:5]=[C:4]2[NH:8][C:9]([C:11]3[CH:16]=[CH:15][C:14]([C:17]([N:19]4[CH2:24][CH2:23][O:22][CH2:21][CH2:20]4)=[O:18])=[CH:13][CH:12]=3)=[N:10][C:3]=12.[CH3:25][O:26][C:27]1[CH:32]=[C:31](OC)[CH:30]=[CH:29][C:28]=1B(O)O.C(=O)([O-])[O-].[Na+].[Na+], predict the reaction product. (2) Given the reactants C[Si](C)(C)CC[O:5][C:6]([C:8]1[CH:13]([C:14]2[CH:19]=[CH:18][C:17]([C:20]#[N:21])=[CH:16][CH:15]=2)[C:12]([C:22]([NH2:24])=[O:23])=[C:11]([NH2:25])[N:10]([C:26]2[CH:31]=[CH:30][CH:29]=[C:28]([C:32]([F:35])([F:34])[F:33])[CH:27]=2)[C:9]=1[CH3:36])=[O:7], predict the reaction product. The product is: [NH2:25][C:11]1[N:10]([C:26]2[CH:31]=[CH:30][CH:29]=[C:28]([C:32]([F:35])([F:33])[F:34])[CH:27]=2)[C:9]([CH3:36])=[C:8]([C:6]([OH:7])=[O:5])[CH:13]([C:14]2[CH:15]=[CH:16][C:17]([C:20]#[N:21])=[CH:18][CH:19]=2)[C:12]=1[C:22]([NH2:24])=[O:23]. (3) Given the reactants [F:1][C:2]1[C:12]([F:13])=[C:11]([O:14][CH3:15])[CH:10]=[CH:9][C:3]=1[O:4][CH2:5][CH:6]1[CH2:8][O:7]1.[C:16]1([C:22]2[C:30]3[C:29]([N:31]4[CH2:36][CH2:35][CH:34]([NH2:37])[CH2:33][CH2:32]4)=[N:28][CH:27]=[N:26][C:25]=3[S:24][CH:23]=2)[CH:21]=[CH:20][CH:19]=[CH:18][CH:17]=1, predict the reaction product. The product is: [F:1][C:2]1[C:12]([F:13])=[C:11]([O:14][CH3:15])[CH:10]=[CH:9][C:3]=1[O:4][CH2:5][CH:6]([OH:7])[CH2:8][NH:37][CH:34]1[CH2:35][CH2:36][N:31]([C:29]2[C:30]3[C:22]([C:16]4[CH:21]=[CH:20][CH:19]=[CH:18][CH:17]=4)=[CH:23][S:24][C:25]=3[N:26]=[CH:27][N:28]=2)[CH2:32][CH2:33]1. (4) Given the reactants Br[C:2]1[CH:11]=[CH:10][C:9]2[O:8][CH2:7][C:6]3[CH:12]=[C:13]([C:15]([N:17]([C:19]4[CH:24]=[CH:23][C:22]([F:25])=[CH:21][C:20]=4[F:26])[CH3:18])=[O:16])[S:14][C:5]=3[C:4]=2[CH:3]=1.C([Li])CCC.CN(C)[CH:34]=[O:35].[Cl-].[NH4+], predict the reaction product. The product is: [F:26][C:20]1[CH:21]=[C:22]([F:25])[CH:23]=[CH:24][C:19]=1[N:17]([CH3:18])[C:15]([C:13]1[S:14][C:5]2[C:4]3[CH:3]=[C:2]([CH:34]=[O:35])[CH:11]=[CH:10][C:9]=3[O:8][CH2:7][C:6]=2[CH:12]=1)=[O:16]. (5) The product is: [O:1]1[C:5]2([CH2:6][CH2:7][C:8]([CH2:11][OH:12])([CH2:16][OH:17])[CH2:9][CH2:10]2)[O:4][CH2:3][CH2:2]1. Given the reactants [O:1]1[C:5]2([CH2:10][CH2:9][C:8]([C:16](OCC)=[O:17])([C:11](OCC)=[O:12])[CH2:7][CH2:6]2)[O:4][CH2:3][CH2:2]1.[H-].[Al+3].[Li+].[H-].[H-].[H-].O.[OH-].[Na+], predict the reaction product. (6) Given the reactants [CH2:1]([O:3][C:4]([O:9][CH2:10]C)([O:6][CH2:7]C)[CH3:5])C.[Cl:12]Cl, predict the reaction product. The product is: [Cl:12][CH2:5][C:4]([O:9][CH3:10])([O:6][CH3:7])[O:3][CH3:1]. (7) Given the reactants [O:1]1[CH2:6][CH2:5][CH2:4][CH2:3][CH:2]1[CH2:7][CH2:8][OH:9].C(N(CC)CC)C.[CH3:17][S:18](Cl)(=[O:20])=[O:19].C(=O)(O)[O-].[Na+], predict the reaction product. The product is: [CH3:17][S:18]([O:9][CH2:8][CH2:7][CH:2]1[CH2:3][CH2:4][CH2:5][CH2:6][O:1]1)(=[O:20])=[O:19].